This data is from Reaction yield outcomes from USPTO patents with 853,638 reactions. The task is: Predict the reaction yield, written as a fraction of the theoretical maximum amount of product (1.0 means a 100% yield; for example, 0.34 means a 34% yield). (1) The reactants are [F:1][C:2]1[CH:7]=[CH:6][C:5]([CH:8]2[CH:17]([C:18]3[N:19]([CH3:23])[CH:20]=[CH:21][N:22]=3)[C:16](=O)[C:15]3[C:14]([C:25]([O:27]CC)=O)=[CH:13][CH:12]=[CH:11][C:10]=3[NH:9]2)=[CH:4][CH:3]=1.O.[NH2:31][NH2:32]. The catalyst is CO. The product is [F:1][C:2]1[CH:3]=[CH:4][C:5]([CH:8]2[NH:9][C:10]3[C:15]4[C:16](=[N:31][NH:32][C:25](=[O:27])[C:14]=4[CH:13]=[CH:12][CH:11]=3)[CH:17]2[C:18]2[N:19]([CH3:23])[CH:20]=[CH:21][N:22]=2)=[CH:6][CH:7]=1. The yield is 0.190. (2) The reactants are [Cl:1][C:2]1[N:10]=[CH:9][CH:8]=[CH:7][C:3]=1[C:4](O)=[O:5].Cl.[CH3:12][NH:13][O:14][CH3:15].C(N(CC)CC)C.CCN=C=NCCCN(C)C.C1C=NC2N(O)N=NC=2C=1. The catalyst is ClCCl.C1COCC1. The product is [Cl:1][C:2]1[N:10]=[CH:9][CH:8]=[CH:7][C:3]=1[C:4]([N:13]([O:14][CH3:15])[CH3:12])=[O:5]. The yield is 0.590. (3) The reactants are Cl.[F:2][C:3]([F:27])([F:26])[C:4]1[CH:25]=[CH:24][CH:23]=[CH:22][C:5]=1[CH:6]([O:17][CH:18]1[CH2:21][NH:20][CH2:19]1)[C:7]1[CH:12]=[CH:11][C:10]([O:13][CH:14]([F:16])[F:15])=[CH:9][CH:8]=1.C(=O)([O-])[O-].[CH2:32]([N:35]=[C:36]=[O:37])[CH:33]=[CH2:34]. The catalyst is C(Cl)Cl. The product is [F:27][C:3]([F:2])([F:26])[C:4]1[CH:25]=[CH:24][CH:23]=[CH:22][C:5]=1[CH:6]([O:17][CH:18]1[CH2:21][N:20]([C:36]([NH:35][CH2:32][CH:33]=[CH2:34])=[O:37])[CH2:19]1)[C:7]1[CH:12]=[CH:11][C:10]([O:13][CH:14]([F:15])[F:16])=[CH:9][CH:8]=1. The yield is 0.610. (4) The reactants are [OH:1][C:2]([CH3:38])([CH3:37])[CH2:3][C@@:4]1([C:31]2[CH:36]=[CH:35][CH:34]=[CH:33][CH:32]=2)[O:9][C:8](=[O:10])[N:7]([C@H:11]([C:13]2[CH:18]=[CH:17][C:16]([C:19]3[N:24]=[N:23][C:22]([C:25]4([C:28]([OH:30])=O)[CH2:27][CH2:26]4)=[CH:21][CH:20]=3)=[CH:15][CH:14]=2)[CH3:12])[CH2:6][CH2:5]1.[NH3:39]. No catalyst specified. The product is [OH:1][C:2]([CH3:37])([CH3:38])[CH2:3][C@@:4]1([C:31]2[CH:32]=[CH:33][CH:34]=[CH:35][CH:36]=2)[O:9][C:8](=[O:10])[N:7]([C@H:11]([C:13]2[CH:18]=[CH:17][C:16]([C:19]3[N:24]=[N:23][C:22]([C:25]4([C:28]([NH2:39])=[O:30])[CH2:26][CH2:27]4)=[CH:21][CH:20]=3)=[CH:15][CH:14]=2)[CH3:12])[CH2:6][CH2:5]1. The yield is 0.500. (5) The reactants are OC[C@@H:3]1[N:8]([C:9]([O:11][CH2:12]C2C=CC=CC=2)=[O:10])[CH2:7][C@@H:6]([C:19]([O:21]C)=[O:20])[CH2:5][CH2:4]1.[Li+].[OH-]. The catalyst is O1CCCC1.O. The product is [O:10]=[C:9]1[N:8]2[CH2:7][C@@H:6]([C:19]([OH:21])=[O:20])[CH2:5][CH2:4][C@@H:3]2[CH2:12][O:11]1. The yield is 1.00.